This data is from Forward reaction prediction with 1.9M reactions from USPTO patents (1976-2016). The task is: Predict the product of the given reaction. (1) Given the reactants Cl[C:2]1[CH:3]=[CH:4][C:5]2[N:6]=[CH:7][N:8]=[C:9]([O:12][CH3:13])[C:10]=2[N:11]=1.[Cl:14][C:15]1[C:20](B2OC(C)(C)C(C)(C)O2)=[CH:19][CH:18]=[CH:17][N:16]=1.C([O-])([O-])=O.[Na+].[Na+], predict the reaction product. The product is: [Cl:14][C:15]1[C:20]([C:2]2[CH:3]=[CH:4][C:5]3[N:6]=[CH:7][N:8]=[C:9]([O:12][CH3:13])[C:10]=3[N:11]=2)=[CH:19][CH:18]=[CH:17][N:16]=1. (2) Given the reactants C([O:3][C:4](=[O:30])[C:5]([CH3:29])([O:7][C:8]1[CH:13]=[CH:12][C:11]([O:14][CH2:15][CH2:16][C:17]2[N:18]=[C:19]([C:23]3[CH:28]=[CH:27][CH:26]=[CH:25][CH:24]=3)[O:20][C:21]=2[CH3:22])=[CH:10][CH:9]=1)[CH3:6])C.[OH-].[Na+], predict the reaction product. The product is: [CH3:29][C:5]([O:7][C:8]1[CH:9]=[CH:10][C:11]([O:14][CH2:15][CH2:16][C:17]2[N:18]=[C:19]([C:23]3[CH:24]=[CH:25][CH:26]=[CH:27][CH:28]=3)[O:20][C:21]=2[CH3:22])=[CH:12][CH:13]=1)([CH3:6])[C:4]([OH:30])=[O:3]. (3) Given the reactants [N:1]([CH2:4][C:5]1[C:13]2[S:12](=[O:15])(=[O:14])[N:11]=[C:10]([C:16]3[C:17](=[O:34])[N:18]([CH2:27][C:28]4[CH:33]=[CH:32][CH:31]=[CH:30][CH:29]=4)[C:19]4[C:24]([C:25]=3[OH:26])=[CH:23][CH:22]=[CH:21][CH:20]=4)[NH:9][C:8]=2[S:7][CH:6]=1)=[N+]=[N-].C1(P(C2C=CC=CC=2)C2C=CC=CC=2)C=CC=CC=1, predict the reaction product. The product is: [NH2:1][CH2:4][C:5]1[C:13]2[S:12](=[O:15])(=[O:14])[N:11]=[C:10]([C:16]3[C:17](=[O:34])[N:18]([CH2:27][C:28]4[CH:33]=[CH:32][CH:31]=[CH:30][CH:29]=4)[C:19]4[C:24]([C:25]=3[OH:26])=[CH:23][CH:22]=[CH:21][CH:20]=4)[NH:9][C:8]=2[S:7][CH:6]=1. (4) Given the reactants [CH:1]1([N:6]2[CH2:12][CH2:11][C:10]3[CH:13]=[CH:14][C:15]([N:17]4[CH2:22][CH2:21][N:20](C(OCC5C=CC=CC=5)=O)[CH2:19][CH2:18]4)=[CH:16][C:9]=3[CH2:8][CH2:7]2)[CH2:5][CH2:4][CH2:3][CH2:2]1, predict the reaction product. The product is: [CH:1]1([N:6]2[CH2:12][CH2:11][C:10]3[CH:13]=[CH:14][C:15]([N:17]4[CH2:18][CH2:19][NH:20][CH2:21][CH2:22]4)=[CH:16][C:9]=3[CH2:8][CH2:7]2)[CH2:5][CH2:4][CH2:3][CH2:2]1. (5) Given the reactants [C:1]([O:4][CH2:5][CH2:6][N:7]1[C:11]([CH2:12][S:13][C:14]2[CH:19]=[CH:18][C:17]([NH:20][C:21]([C:23]3[CH2:24][CH2:25][N:26]([CH2:48][CH:49]([CH3:51])[CH3:50])[C:27]4[CH:33]=[CH:32][C:31]([C:34]5[CH:39]=[CH:38][C:37]([O:40][CH2:41][CH2:42][O:43][CH2:44][CH2:45][CH2:46][CH3:47])=[CH:36][CH:35]=5)=[CH:30][C:28]=4[CH:29]=3)=[O:22])=[CH:16][CH:15]=2)=[CH:10][N:9]=[CH:8]1)(=[O:3])[CH3:2].ClC1C=CC=C(C(OO)=[O:60])C=1.S([O-])([O-])(=O)=S.[Na+].[Na+], predict the reaction product. The product is: [C:1]([O:4][CH2:5][CH2:6][N:7]1[C:11]([CH2:12][S:13]([C:14]2[CH:15]=[CH:16][C:17]([NH:20][C:21]([C:23]3[CH2:24][CH2:25][N:26]([CH2:48][CH:49]([CH3:50])[CH3:51])[C:27]4[CH:33]=[CH:32][C:31]([C:34]5[CH:39]=[CH:38][C:37]([O:40][CH2:41][CH2:42][O:43][CH2:44][CH2:45][CH2:46][CH3:47])=[CH:36][CH:35]=5)=[CH:30][C:28]=4[CH:29]=3)=[O:22])=[CH:18][CH:19]=2)=[O:60])=[CH:10][N:9]=[CH:8]1)(=[O:3])[CH3:2]. (6) Given the reactants [NH2:1][C:2]1[CH:10]=[C:9]([O:11][CH3:12])[CH:8]=[C:7]([O:13][CH3:14])[C:3]=1[C:4]([NH2:6])=[O:5].[CH3:15][C:16]1[CH:23]=[CH:22][CH:21]=[CH:20][C:17]=1[CH:18]=O.OS([O-])=O.[Na+].CC1C=CC(S(O)(=O)=O)=CC=1.O, predict the reaction product. The product is: [CH3:14][O:13][C:7]1[CH:8]=[C:9]([O:11][CH3:12])[CH:10]=[C:2]2[C:3]=1[C:4](=[O:5])[NH:6][C:15]([C:16]1[CH:23]=[CH:22][CH:21]=[CH:20][C:17]=1[CH3:18])=[N:1]2. (7) Given the reactants Br[C:2]1[CH:3]=[C:4]2[C:9](=[C:10]([F:12])[CH:11]=1)[C:8](=[O:13])[NH:7][CH2:6][CH2:5]2.C1(P([CH:27]2[CH2:32][CH2:31]CCC2)C2CCCCC2)CCCCC1.C1(B(O)O)CC1.P([O-])([O-])([O-])=O.[K+].[K+].[K+], predict the reaction product. The product is: [CH:31]1([C:2]2[CH:3]=[C:4]3[C:9](=[C:10]([F:12])[CH:11]=2)[C:8](=[O:13])[NH:7][CH2:6][CH2:5]3)[CH2:32][CH2:27]1.